This data is from Catalyst prediction with 721,799 reactions and 888 catalyst types from USPTO. The task is: Predict which catalyst facilitates the given reaction. Reactant: [C:1]([C:3]1([NH:6][C:7]([C@@H:9]2[CH2:14][CH2:13][CH2:12][CH2:11][C@H:10]2[C:15]([N:17]2[CH2:34][CH2:33][C:20]3[N:21]([CH2:28][C:29]([O:31]C)=[O:30])[C:22]4[CH:23]=[CH:24][CH:25]=[CH:26][C:27]=4[C:19]=3[CH2:18]2)=[O:16])=[O:8])[CH2:5][CH2:4]1)#[N:2].[I-].[Li+]. Product: [C:1]([C:3]1([NH:6][C:7]([C@@H:9]2[CH2:14][CH2:13][CH2:12][CH2:11][C@H:10]2[C:15]([N:17]2[CH2:34][CH2:33][C:20]3[N:21]([CH2:28][C:29]([OH:31])=[O:30])[C:22]4[CH:23]=[CH:24][CH:25]=[CH:26][C:27]=4[C:19]=3[CH2:18]2)=[O:16])=[O:8])[CH2:4][CH2:5]1)#[N:2]. The catalyst class is: 17.